Predict which catalyst facilitates the given reaction. From a dataset of Catalyst prediction with 721,799 reactions and 888 catalyst types from USPTO. Reactant: Br[C:2]1[CH:11]=[CH:10][C:5]([C:6]([O:8][CH3:9])=[O:7])=[CH:4][C:3]=1[N+:12]([O-:14])=[O:13].[C:15]1([CH3:24])[CH:20]=[CH:19][CH:18]=[CH:17][C:16]=1B(O)O.C(=O)([O-])[O-].[K+].[K+]. Product: [CH3:24][C:15]1[CH:20]=[CH:19][CH:18]=[CH:17][C:16]=1[C:2]1[CH:11]=[CH:10][C:5]([C:6]([O:8][CH3:9])=[O:7])=[CH:4][C:3]=1[N+:12]([O-:14])=[O:13]. The catalyst class is: 398.